From a dataset of Forward reaction prediction with 1.9M reactions from USPTO patents (1976-2016). Predict the product of the given reaction. (1) Given the reactants S(Cl)(Cl)=O.[C:5]([C@H:8]1[C:17]2[C:12](=[CH:13][CH:14]=[CH:15][CH:16]=2)[C:11](=[O:18])[N:10]([CH2:19][CH2:20][CH2:21][Cl:22])[C@H:9]1[C:23]1[CH:28]=[CH:27][C:26]([O:29][CH3:30])=[CH:25][CH:24]=1)(O)=[O:6].[Cl-].[Al+3].[Cl-].[Cl-], predict the reaction product. The product is: [Cl:22][CH2:21][CH2:20][CH2:19][N:10]1[C:9]2[C:23]3[CH:28]=[CH:27][C:26]([O:29][CH3:30])=[CH:25][C:24]=3[C:5](=[O:6])[C:8]=2[C:17]2[CH2:16][CH2:15][CH:14]=[CH:13][C:12]=2[C:11]1=[O:18]. (2) Given the reactants [F:1][C:2]1[CH:3]=[C:4]([CH:15]=[CH:16][C:17]=1[N+:18]([O-])=O)[O:5][CH2:6][CH2:7][O:8][CH:9]1[CH2:14][CH2:13][CH2:12][CH2:11][O:10]1, predict the reaction product. The product is: [F:1][C:2]1[CH:3]=[C:4]([O:5][CH2:6][CH2:7][O:8][CH:9]2[CH2:14][CH2:13][CH2:12][CH2:11][O:10]2)[CH:15]=[CH:16][C:17]=1[NH2:18]. (3) Given the reactants [C:1]([O:5][C:6]([NH:8][CH2:9][C@H:10]1[CH2:15][CH2:14][C@H:13]([C:16]([NH:18][C@H:19]([C:37](=[O:50])[NH:38][C:39]2[CH:44]=[CH:43][C:42]([C:45]3[N:46]=[N:47][NH:48][N:49]=3)=[CH:41][CH:40]=2)[CH2:20][C:21]2[CH:26]=[CH:25][C:24]([C:27]3[CH:32]=[CH:31][C:30]([C:33]([OH:35])=O)=[CH:29][C:28]=3[Cl:36])=[CH:23][CH:22]=2)=[O:17])[CH2:12][CH2:11]1)=[O:7])([CH3:4])([CH3:3])[CH3:2].[CH3:51][O:52][CH2:53][CH2:54][O:55][CH2:56][CH2:57][O:58][CH2:59][CH2:60][O:61][CH2:62][CH2:63][NH2:64].F[P-](F)(F)(F)(F)F.CN(C(ON1C2=NC=CC=C2N=N1)=[N+](C)C)C.C(N(CC)C(C)C)(C)C, predict the reaction product. The product is: [Cl:36][C:28]1[CH:29]=[C:30]([C:33](=[O:35])[NH:64][CH2:63][CH2:62][O:61][CH2:60][CH2:59][O:58][CH2:57][CH2:56][O:55][CH2:54][CH2:53][O:52][CH3:51])[CH:31]=[CH:32][C:27]=1[C:24]1[CH:25]=[CH:26][C:21]([CH2:20][C@H:19]([NH:18][C:16]([C@H:13]2[CH2:12][CH2:11][C@H:10]([CH2:9][NH:8][C:6](=[O:7])[O:5][C:1]([CH3:2])([CH3:3])[CH3:4])[CH2:15][CH2:14]2)=[O:17])[C:37](=[O:50])[NH:38][C:39]2[CH:44]=[CH:43][C:42]([C:45]3[N:49]=[N:48][NH:47][N:46]=3)=[CH:41][CH:40]=2)=[CH:22][CH:23]=1. (4) Given the reactants [O:1]1[CH2:6][CH:5]=[C:4]([C:7]2[C:8]([F:14])=[N:9][CH:10]=[C:11]([F:13])[CH:12]=2)[CH2:3][CH2:2]1, predict the reaction product. The product is: [F:14][C:8]1[C:7]([CH:4]2[CH2:3][CH2:2][O:1][CH2:6][CH2:5]2)=[CH:12][C:11]([F:13])=[CH:10][N:9]=1. (5) Given the reactants Cl.[F:2][C:3]([F:16])([F:15])[C:4]1[CH:5]=[C:6]([NH:10][C:11](=[O:14])[NH:12][NH2:13])[CH:7]=[CH:8][CH:9]=1.[O:17]=[C:18]1[C:26](=O)[C:25]2[C:20](=[CH:21][CH:22]=[C:23]([S:28][CH2:29][CH2:30][CH2:31][C:32]3[CH:40]=[CH:39][C:35]([C:36]([OH:38])=[O:37])=[CH:34][CH:33]=3)[CH:24]=2)[N:19]1[CH2:41][CH2:42][CH2:43][CH2:44][CH3:45], predict the reaction product. The product is: [F:2][C:3]([F:15])([F:16])[C:4]1[CH:5]=[C:6]([CH:7]=[CH:8][CH:9]=1)[NH:10][C:11]([NH:12][N:13]=[C:26]1[C:25]2[C:20](=[CH:21][CH:22]=[C:23]([S:28][CH2:29][CH2:30][CH2:31][C:32]3[CH:33]=[CH:34][C:35]([C:36]([OH:38])=[O:37])=[CH:39][CH:40]=3)[CH:24]=2)[N:19]([CH2:41][CH2:42][CH2:43][CH2:44][CH3:45])[C:18]1=[O:17])=[O:14]. (6) Given the reactants [Cl:1][C:2]1[CH:3]=[CH:4][C:5]2[N:6]([C:8]([C:19]#[C:20][C:21]3[CH:26]=[CH:25][CH:24]=[C:23]([C:27]([F:30])([F:29])[F:28])[CH:22]=3)=[C:9]([CH2:11][S:12][CH2:13][C:14]([O:16]CC)=[O:15])[N:10]=2)[CH:7]=1.C(O)C.[OH-].[Na+].C(O)(=O)C, predict the reaction product. The product is: [Cl:1][C:2]1[CH:3]=[CH:4][C:5]2[N:6]([C:8]([C:19]#[C:20][C:21]3[CH:26]=[CH:25][CH:24]=[C:23]([C:27]([F:29])([F:28])[F:30])[CH:22]=3)=[C:9]([CH2:11][S:12][CH2:13][C:14]([OH:16])=[O:15])[N:10]=2)[CH:7]=1. (7) Given the reactants Br[C:2]1[N:6]2[CH:7]=[CH:8][N:9]=[C:10]([S:11][CH3:12])[C:5]2=[N:4][CH:3]=1.C(=O)([O-])[O-].[K+].[K+].[CH:19]1([NH:22][C:23]([C:25]2[CH:30]=[CH:29][C:28](B(O)O)=[CH:27][CH:26]=2)=[O:24])[CH2:21][CH2:20]1, predict the reaction product. The product is: [CH:19]1([NH:22][C:23](=[O:24])[C:25]2[CH:30]=[CH:29][C:28]([C:2]3[N:6]4[CH:7]=[CH:8][N:9]=[C:10]([S:11][CH3:12])[C:5]4=[N:4][CH:3]=3)=[CH:27][CH:26]=2)[CH2:20][CH2:21]1. (8) Given the reactants [NH2:1][C:2]1[CH:7]=[C:6]([O:8][C:9]2[C:14]([F:15])=[CH:13][C:12]([NH:16][C:17]([CH2:19][C:20]3([CH2:23][C:24]([NH:26][C:27]4[CH:32]=[CH:31][C:30]([F:33])=[CH:29][CH:28]=4)=[O:25])[CH2:22][CH2:21]3)=[O:18])=[C:11]([F:34])[CH:10]=2)[CH:5]=[CH:4][N:3]=1.C([N:37]([CH2:40]C)CC)C.ClC([O:45][C:46]1[CH:51]=CC=C[CH:47]=1)=O.C(=O)([O-])[OH:53].[Na+], predict the reaction product. The product is: [F:34][C:11]1[CH:10]=[C:9]([O:8][C:6]2[CH:5]=[CH:4][N:3]=[C:2]([NH:1][C:40]([N:37]3[CH2:47][CH:46]([OH:45])[CH2:51]3)=[O:53])[CH:7]=2)[C:14]([F:15])=[CH:13][C:12]=1[NH:16][C:17]([CH2:19][C:20]1([CH2:23][C:24]([NH:26][C:27]2[CH:28]=[CH:29][C:30]([F:33])=[CH:31][CH:32]=2)=[O:25])[CH2:22][CH2:21]1)=[O:18]. (9) Given the reactants [Cl:1][C:2]1[CH:11]=[C:10]([C:12](=O)[CH3:13])[C:9]([N:15]2[CH2:20][CH2:19][N:18]([C:21](=[O:29])[C:22]3[CH:27]=[CH:26][CH:25]=[C:24]([F:28])[CH:23]=3)[CH2:17][CH2:16]2)=[C:8]2[C:3]=1[CH:4]=[CH:5][CH:6]=[N:7]2.C([O-])(=O)C.[NH4+].C([BH3-])#[N:36].[Na+].O1CCCC1, predict the reaction product. The product is: [Cl:1][C:2]1[CH:11]=[C:10]([CH:12]([NH2:36])[CH3:13])[C:9]([N:15]2[CH2:20][CH2:19][N:18]([C:21](=[O:29])[C:22]3[CH:27]=[CH:26][CH:25]=[C:24]([F:28])[CH:23]=3)[CH2:17][CH2:16]2)=[C:8]2[C:3]=1[CH:4]=[CH:5][CH:6]=[N:7]2. (10) Given the reactants [Li]CCCC.[CH3:6][O:7][C:8]1[CH:13]=[CH:12][CH:11]=[C:10]([CH3:14])[N:9]=1.[CH:15](=[O:17])[CH3:16].[NH4+].[Cl-], predict the reaction product. The product is: [CH3:6][O:7][C:8]1[N:9]=[C:10]([CH2:14][CH:15]([OH:17])[CH3:16])[CH:11]=[CH:12][CH:13]=1.